This data is from Full USPTO retrosynthesis dataset with 1.9M reactions from patents (1976-2016). The task is: Predict the reactants needed to synthesize the given product. (1) Given the product [Cl:1][C:2]1[N:3]=[CH:4][C:5]2[CH:33]=[C:32]([C:26]3[C:25]([Cl:24])=[CH:30][CH:29]=[CH:28][C:27]=3[Cl:31])[N:8]([CH2:9][C@@H:10]3[CH2:15][CH2:14][CH2:13][N:12]([C:16]([O:18][C:19]([CH3:22])([CH3:21])[CH3:20])=[O:17])[CH2:11]3)[C:6]=2[N:7]=1, predict the reactants needed to synthesize it. The reactants are: [Cl:1][C:2]1[N:7]=[C:6]([NH:8][CH2:9][C@@H:10]2[CH2:15][CH2:14][CH2:13][N:12]([C:16]([O:18][C:19]([CH3:22])([CH3:21])[CH3:20])=[O:17])[CH2:11]2)[C:5](I)=[CH:4][N:3]=1.[Cl:24][C:25]1[CH:30]=[CH:29][CH:28]=[C:27]([Cl:31])[C:26]=1[C:32]#[C:33][Si](C)(C)C.CC(C)([O-])C.[K+].O.CCOC(C)=O. (2) Given the product [F:3][C:4]1[CH:9]=[CH:8][C:7]([S:10]([CH3:13])(=[O:12])=[O:11])=[C:6]([NH2:14])[CH:5]=1, predict the reactants needed to synthesize it. The reactants are: O.Cl.[F:3][C:4]1[CH:9]=[CH:8][C:7]([S:10]([CH3:13])(=[O:12])=[O:11])=[C:6]([N+:14]([O-])=O)[CH:5]=1. (3) The reactants are: Cl.[NH2:2][C@@H:3]([CH2:17][CH2:18][CH3:19])[CH2:4][NH:5][C:6]([C:8]1[C:13]([NH2:14])=[N:12][C:11]([NH2:15])=[C:10]([Cl:16])[N:9]=1)=[O:7].[CH3:20][O:21][C:22]1[CH:27]=[CH:26][C:25]([CH2:28][CH2:29][CH:30]=O)=[CH:24][CH:23]=1.C(O[BH-](OC(=O)C)OC(=O)C)(=O)C.[Na+].[OH-].[Na+]. Given the product [ClH:16].[CH3:20][O:21][C:22]1[CH:27]=[CH:26][C:25]([CH2:28][CH2:29][CH2:30][NH:2][C@@H:3]([CH2:17][CH2:18][CH3:19])[CH2:4][NH:5][C:6]([C:8]2[C:13]([NH2:14])=[N:12][C:11]([NH2:15])=[C:10]([Cl:16])[N:9]=2)=[O:7])=[CH:24][CH:23]=1, predict the reactants needed to synthesize it. (4) The reactants are: [C:1]1([C:22]2[CH:27]=[CH:26][CH:25]=[CH:24][CH:23]=2)[CH:6]=[CH:5][C:4]([C:7]2[N:12]=[C:11]3[CH:13]=[C:14]([C:18]([OH:20])=[O:19])[N:15](CO)[C:10]3=[CH:9][C:8]=2[Cl:21])=[CH:3][CH:2]=1.C(N)CN. Given the product [C:1]1([C:22]2[CH:23]=[CH:24][CH:25]=[CH:26][CH:27]=2)[CH:6]=[CH:5][C:4]([C:7]2[N:12]=[C:11]3[CH:13]=[C:14]([C:18]([OH:20])=[O:19])[NH:15][C:10]3=[CH:9][C:8]=2[Cl:21])=[CH:3][CH:2]=1, predict the reactants needed to synthesize it. (5) The reactants are: [CH2:1]([O:5][C:6]1[C:11]([CH2:12][N:13]2[CH2:30][CH2:29][C:16]3([CH2:21][CH2:20][N:19]([C:22](OC(C)(C)C)=[O:23])[CH2:18][CH2:17]3)[CH2:15][CH2:14]2)=[CH:10][CH:9]=[CH:8][N:7]=1)[CH:2]([CH3:4])[CH3:3].FC(F)(F)C(O)=O.C(N(C(C)C)CC)(C)C.[Cl:47][C:48]1[CH:56]=[CH:55][C:51](C(Cl)=O)=[CH:50][CH:49]=1. Given the product [ClH:47].[ClH:47].[Cl:47][C:48]1[CH:56]=[CH:55][C:51]([C:22]([N:19]2[CH2:20][CH2:21][C:16]3([CH2:29][CH2:30][N:13]([CH2:12][C:11]4[C:6]([O:5][CH2:1][CH:2]([CH3:4])[CH3:3])=[N:7][CH:8]=[CH:9][CH:10]=4)[CH2:14][CH2:15]3)[CH2:17][CH2:18]2)=[O:23])=[CH:50][CH:49]=1, predict the reactants needed to synthesize it.